This data is from Forward reaction prediction with 1.9M reactions from USPTO patents (1976-2016). The task is: Predict the product of the given reaction. (1) Given the reactants Cl.[NH:2]1[CH2:7][CH2:6][CH2:5][C@H:4]([OH:8])[CH2:3]1.F[C:10]1[CH:15]=[CH:14][C:13]([N+:16]([O-:18])=[O:17])=[C:12]([O:19][CH3:20])[CH:11]=1.C(=O)([O-])[O-].[K+].[K+], predict the reaction product. The product is: [CH3:20][O:19][C:12]1[CH:11]=[C:10]([N:2]2[CH2:7][CH2:6][CH2:5][C@H:4]([OH:8])[CH2:3]2)[CH:15]=[CH:14][C:13]=1[N+:16]([O-:18])=[O:17]. (2) Given the reactants [OH:1][C:2]1[CH:7]=[CH:6][C:5]([C:8]2([CH2:12][C:13]([O:15][CH2:16][CH3:17])=[O:14])[CH2:11][O:10][CH2:9]2)=[CH:4][CH:3]=1.Br[CH2:19][C:20]1[CH:21]=[C:22]([C:26]2[CH:31]=[CH:30][C:29]([O:32][CH2:33][CH2:34][CH2:35][S:36]([CH3:39])(=[O:38])=[O:37])=[C:28]([C:40]([F:43])([F:42])[F:41])[CH:27]=2)[CH:23]=[CH:24][CH:25]=1.C(=O)([O-])[O-].[Cs+].[Cs+], predict the reaction product. The product is: [CH3:39][S:36]([CH2:35][CH2:34][CH2:33][O:32][C:29]1[CH:30]=[CH:31][C:26]([C:22]2[CH:23]=[CH:24][CH:25]=[C:20]([CH2:19][O:1][C:2]3[CH:7]=[CH:6][C:5]([C:8]4([CH2:12][C:13]([O:15][CH2:16][CH3:17])=[O:14])[CH2:9][O:10][CH2:11]4)=[CH:4][CH:3]=3)[CH:21]=2)=[CH:27][C:28]=1[C:40]([F:41])([F:43])[F:42])(=[O:38])=[O:37].